Dataset: Catalyst prediction with 721,799 reactions and 888 catalyst types from USPTO. Task: Predict which catalyst facilitates the given reaction. (1) Reactant: [CH3:1][CH:2]1[C:10]2[C:5](=[N:6][CH:7]=[CH:8][CH:9]=2)[N:4]([C:11]([O:13][C:14]([CH3:17])([CH3:16])[CH3:15])=[O:12])[CH:3]1[C:18]([O:20]CC)=[O:19].C1COCC1.[Li+].[OH-].OS([O-])(=O)=O.[K+]. Product: [C:14]([O:13][C:11]([N:4]1[C:5]2=[N:6][CH:7]=[CH:8][CH:9]=[C:10]2[CH:2]([CH3:1])[CH:3]1[C:18]([OH:20])=[O:19])=[O:12])([CH3:15])([CH3:16])[CH3:17]. The catalyst class is: 8. (2) Reactant: [BH4-].[Na+].[C:3]([O:7][C:8]([N:10]1[CH2:15][CH2:14][C:13]([CH:24]=[O:25])([C:16]2[CH:21]=[CH:20][C:19]([S:22][CH3:23])=[CH:18][CH:17]=2)[CH2:12][CH2:11]1)=[O:9])([CH3:6])([CH3:5])[CH3:4]. Product: [C:3]([O:7][C:8]([N:10]1[CH2:11][CH2:12][C:13]([CH2:24][OH:25])([C:16]2[CH:21]=[CH:20][C:19]([S:22][CH3:23])=[CH:18][CH:17]=2)[CH2:14][CH2:15]1)=[O:9])([CH3:6])([CH3:5])[CH3:4]. The catalyst class is: 5. (3) The catalyst class is: 73. Product: [CH3:1][C:2]1[CH:3]=[CH:4][C:5](/[CH:8]=[C:9](/[Sn:17]([CH2:18][CH2:19][CH2:20][CH3:21])([CH2:22][CH2:23][CH2:24][CH3:25])[CH2:16][CH2:15][CH2:14][CH3:13])\[C:10]([NH2:12])=[O:11])=[CH:6][CH:7]=1. Reactant: [CH3:1][C:2]1[CH:7]=[CH:6][C:5]([C:8]#[C:9][C:10]([NH2:12])=[O:11])=[CH:4][CH:3]=1.[CH3:13][CH2:14][CH2:15][CH2:16][SnH:17]([CH2:22][CH2:23][CH2:24][CH3:25])[CH2:18][CH2:19][CH2:20][CH3:21]. (4) Reactant: [OH:1][C:2]1[CH:7]=[CH:6][C:5]([C:8]2[CH:12]=[C:11]([C:13]([NH2:15])=[O:14])[O:10][N:9]=2)=[CH:4][CH:3]=1.C([O-])([O-])=O.[K+].[K+].[F:22][C:23]1[CH:24]=[C:25]([CH:28]=[CH:29][C:30]=1[F:31])[CH2:26]Br. Product: [F:22][C:23]1[CH:24]=[C:25]([CH:28]=[CH:29][C:30]=1[F:31])[CH2:26][O:1][C:2]1[CH:3]=[CH:4][C:5]([C:8]2[CH:12]=[C:11]([C:13]([NH2:15])=[O:14])[O:10][N:9]=2)=[CH:6][CH:7]=1. The catalyst class is: 639. (5) Reactant: C(OC([N:8]1[C@H:13]([C:14](=[O:23])[NH:15][C@@H:16]([C@H:18]2[CH2:20][C:19]2([Cl:22])[Cl:21])[CH3:17])[CH2:12][C@@H:11]2[C@H:9]1[CH2:10]2)=O)(C)(C)C.C(O)(C(F)(F)F)=O. Product: [Cl:22][C:19]1([Cl:21])[CH2:20][C@@H:18]1[C@H:16]([NH:15][C:14]([C@@H:13]1[CH2:12][C@@H:11]2[C@@H:9]([CH2:10]2)[NH:8]1)=[O:23])[CH3:17]. The catalyst class is: 2.